The task is: Predict which catalyst facilitates the given reaction.. This data is from Catalyst prediction with 721,799 reactions and 888 catalyst types from USPTO. (1) Reactant: [NH2:1][C:2]1[CH:3]=[C:4]([C:8]2[S:12][C:11]([C:13]3[CH:14]=[C:15]4[C:19](=[CH:20][CH:21]=3)[C:18](=[O:22])[N:17]([CH2:23][CH2:24][CH2:25][OH:26])[CH2:16]4)=[CH:10][CH:9]=2)[CH:5]=[N:6][CH:7]=1.[F:27][C:28]1[CH:33]=[C:32]([F:34])[CH:31]=[CH:30][C:29]=1[S:35](Cl)(=[O:37])=[O:36]. Product: [F:27][C:28]1[CH:33]=[C:32]([F:34])[CH:31]=[CH:30][C:29]=1[S:35]([NH:1][C:2]1[CH:7]=[N:6][CH:5]=[C:4]([C:8]2[S:12][C:11]([C:13]3[CH:14]=[C:15]4[C:19](=[CH:20][CH:21]=3)[C:18](=[O:22])[N:17]([CH2:23][CH2:24][CH2:25][OH:26])[CH2:16]4)=[CH:10][CH:9]=2)[CH:3]=1)(=[O:37])=[O:36]. The catalyst class is: 100. (2) Reactant: C(N(CC)CC)C.[NH:8]1[C:16]2[C:11](=[CH:12][CH:13]=[CH:14][CH:15]=2)[C:10](=[O:17])[C:9]1=[O:18].[CH:19]([O:22][C:23]1[CH:28]=[CH:27][C:26](B(O)O)=[CH:25][CH:24]=1)([CH3:21])[CH3:20].Cl.C([O-])(O)=O.[Na+]. Product: [CH:19]([O:22][C:23]1[CH:28]=[CH:27][C:26]([N:8]2[C:16]3[C:11](=[CH:12][CH:13]=[CH:14][CH:15]=3)[C:10](=[O:17])[C:9]2=[O:18])=[CH:25][CH:24]=1)([CH3:21])[CH3:20]. The catalyst class is: 302. (3) Reactant: [BH4-].[Li+].C[O:4][C:5]([C:7]1[CH:8]=[CH:9][C:10]2[CH:15]([NH:16][C:17](=[O:40])[CH2:18][CH:19]([NH:26][S:27]([C:30]3[CH:39]=[CH:38][C:37]4[C:32](=[CH:33][CH:34]=[CH:35][CH:36]=4)[CH:31]=3)(=[O:29])=[O:28])[C:20]3[CH:25]=[CH:24][CH:23]=[CH:22][CH:21]=3)[CH2:14][S:13](=[O:42])(=[O:41])[N:12]([CH3:43])[C:11]=2[CH:44]=1)=O.CO. Product: [OH:4][CH2:5][C:7]1[CH:8]=[CH:9][C:10]2[CH:15]([NH:16][C:17](=[O:40])[CH2:18][CH:19]([NH:26][S:27]([C:30]3[CH:39]=[CH:38][C:37]4[C:32](=[CH:33][CH:34]=[CH:35][CH:36]=4)[CH:31]=3)(=[O:29])=[O:28])[C:20]3[CH:25]=[CH:24][CH:23]=[CH:22][CH:21]=3)[CH2:14][S:13](=[O:41])(=[O:42])[N:12]([CH3:43])[C:11]=2[CH:44]=1. The catalyst class is: 1.